This data is from Catalyst prediction with 721,799 reactions and 888 catalyst types from USPTO. The task is: Predict which catalyst facilitates the given reaction. (1) Reactant: [Cl:1][C:2]1[N:7]=[C:6](Cl)[CH:5]=[CH:4][N:3]=1.C(N(C(C)C)CC)(C)C.C(O)CCC.[O:23]1[CH2:28][CH2:27][N:26]([CH2:29][CH2:30][CH2:31][NH2:32])[CH2:25][CH2:24]1. Product: [Cl:1][C:2]1[N:7]=[C:6]([NH:32][CH2:31][CH2:30][CH2:29][N:26]2[CH2:27][CH2:28][O:23][CH2:24][CH2:25]2)[CH:5]=[CH:4][N:3]=1. The catalyst class is: 6. (2) Reactant: [C:1]([O:5][C:6]([NH:8][C:9]12[CH2:16][CH:15]3[CH2:17][C:11]([C:18]([OH:20])=O)([CH2:12][CH:13]1[CH2:14]3)[CH2:10]2)=[O:7])([CH3:4])([CH3:3])[CH3:2].CC[N:23](C(C)C)C(C)C.N.CN(C(ON1N=NC2C=CC=NC1=2)=[N+](C)C)C.F[P-](F)(F)(F)(F)F. Product: [C:1]([O:5][C:6](=[O:7])[NH:8][C:9]12[CH2:16][CH:15]3[CH2:17][C:11]([C:18](=[O:20])[NH2:23])([CH2:12][CH:13]1[CH2:14]3)[CH2:10]2)([CH3:4])([CH3:3])[CH3:2]. The catalyst class is: 3. (3) Reactant: Br[C:2]1[CH:7]=[CH:6][N:5]=[C:4]2[NH:8][CH:9]=[CH:10][C:3]=12.[C:11]([CH2:13][C:14]1([N:25]2[CH:29]=[C:28](B3OC(C)(C)C(C)(C)O3)[CH:27]=[N:26]2)[CH2:17][N:16]([C:18]([O:20][C:21]([CH3:24])([CH3:23])[CH3:22])=[O:19])[CH2:15]1)#[N:12].C(=O)([O-])[O-].[Na+].[Na+]. Product: [C:11]([CH2:13][C:14]1([N:25]2[CH:29]=[C:28]([C:2]3[CH:7]=[CH:6][N:5]=[C:4]4[NH:8][CH:9]=[CH:10][C:3]=34)[CH:27]=[N:26]2)[CH2:17][N:16]([C:18]([O:20][C:21]([CH3:24])([CH3:23])[CH3:22])=[O:19])[CH2:15]1)#[N:12]. The catalyst class is: 70. (4) Reactant: Cl[C:2]1[C:7]([C:8]2[CH:9]=[C:10]([CH:16]=[CH:17][CH:18]=2)[C:11]([N:13]([CH3:15])[CH3:14])=[O:12])=[CH:6][N:5]=[C:4]2[NH:19][CH:20]=[C:21]([C:22]3[CH:27]=[CH:26][CH:25]=[CH:24][C:23]=3[O:28][CH3:29])[C:3]=12.[CH3:30]B1OB(C)OB(C)O1.C(=O)([O-])[O-].[K+].[K+]. Product: [CH3:29][O:28][C:23]1[CH:24]=[CH:25][CH:26]=[CH:27][C:22]=1[C:21]1[C:3]2[C:4](=[N:5][CH:6]=[C:7]([C:8]3[CH:9]=[C:10]([CH:16]=[CH:17][CH:18]=3)[C:11]([N:13]([CH3:14])[CH3:15])=[O:12])[C:2]=2[CH3:30])[NH:19][CH:20]=1. The catalyst class is: 203. (5) Reactant: C(=O)([O-])[O-].[K+].[K+].[Cl:7][C:8]1[CH:13]=[CH:12][C:11]([C:14]2[N:15]([CH2:20][CH:21]=[CH2:22])[C:16](=[O:19])[NH:17][N:18]=2)=[CH:10][CH:9]=1.Cl[CH2:24][C:25]([O:27][CH3:28])=[O:26]. Product: [CH3:28][O:27][C:25](=[O:26])[CH2:24][N:17]1[C:16](=[O:19])[N:15]([CH2:20][CH:21]=[CH2:22])[C:14]([C:11]2[CH:10]=[CH:9][C:8]([Cl:7])=[CH:13][CH:12]=2)=[N:18]1. The catalyst class is: 10. (6) Reactant: [CH:1]([C:4]1[C:12](OC(OC2C=CC=CC=2)=O)=[CH:11][CH:10]=[C:9]([CH:23]([CH3:25])[CH3:24])[C:5]=1C(O)=O)([CH3:3])[CH3:2].Cl.C([O:31][C:32](=[O:36])[CH2:33][CH2:34][NH2:35])(C)(C)C.C(N([CH:43]([CH3:45])[CH3:44])CC)(C)C.[C:46]([O:49]CC)(=[O:48])[CH3:47]. Product: [CH:23]([C:9]1[CH:10]=[CH:11][CH:12]=[C:4]([CH:1]([CH3:2])[CH3:3])[C:5]=1[O:49][C:46]([C:47]1[CH:44]=[CH:43][CH:45]=[CH:34][C:33]=1[C:32]([NH:35][CH2:34][CH2:33][C:32]([OH:31])=[O:36])=[O:31])=[O:48])([CH3:24])[CH3:25]. The catalyst class is: 3. (7) Reactant: CN(C)[C:3]([C:5]1[CH2:9][C@H:8]([C:10]2[CH:15]=[CH:14][CH:13]=[CH:12][CH:11]=2)[O:7][N:6]=1)=[O:4].C[Mg]Br.Cl.[O:21]1CC[CH2:23][CH2:22]1. Product: [C:10]1([C@@H:8]2[O:7][N:6]=[C:5]([C:3]([C:22](=[O:21])[CH3:23])=[O:4])[CH2:9]2)[CH:15]=[CH:14][CH:13]=[CH:12][CH:11]=1. The catalyst class is: 11. (8) Reactant: [C:1]([O:5][C:6]([NH:8][C@@H:9]1[C:23](=[O:24])[N:22]2[CH2:25][C@H:26]([O:28][C:29]3[N:30]=[C:31]4[C:36](=[C:37]5[C:42]=3[CH:41]=[CH:40][CH:39]=[CH:38]5)[CH:35]=[CH:34][CH:33]=[CH:32]4)[CH2:27][C@H:21]2[C:20](=[O:43])[NH:19][C@:18]2([C:45]([O:47]CC)=[O:46])[CH2:44][C@H:17]2[CH:16]=[CH:15][CH2:14][CH2:13][CH2:12][CH2:11][CH2:10]1)=[O:7])([CH3:4])([CH3:3])[CH3:2].C(O)C.[OH-].[Li+]. Product: [C:1]([O:5][C:6]([NH:8][C@@H:9]1[C:23](=[O:24])[N:22]2[CH2:25][C@H:26]([O:28][C:29]3[N:30]=[C:31]4[C:36](=[C:37]5[C:42]=3[CH:41]=[CH:40][CH:39]=[CH:38]5)[CH:35]=[CH:34][CH:33]=[CH:32]4)[CH2:27][C@H:21]2[C:20](=[O:43])[NH:19][C@:18]2([C:45]([OH:47])=[O:46])[CH2:44][C@H:17]2[CH:16]=[CH:15][CH2:14][CH2:13][CH2:12][CH2:11][CH2:10]1)=[O:7])([CH3:4])([CH3:2])[CH3:3]. The catalyst class is: 7. (9) Reactant: [NH2:1][C:2]1[N:3]([CH2:27][C:28]2[CH:33]=[CH:32][CH:31]=[CH:30][C:29]=2[F:34])[N:4]=[C:5]2[C:10]=1[CH:9]=[CH:8][C:7]([C:11]1[CH:12]=[C:13]([CH:21]3[CH2:26][CH2:25][NH:24][CH2:23][CH2:22]3)[N:14]3[C:19]=1[C:18]([NH2:20])=[N:17][CH:16]=[N:15]3)=[CH:6]2.Cl[CH2:36][C:37]([N:39]([CH3:41])[CH3:40])=[O:38].CCN(C(C)C)C(C)C. Product: [NH2:20][C:18]1[C:19]2=[C:11]([C:7]3[CH:8]=[CH:9][C:10]4[C:5]([CH:6]=3)=[N:4][N:3]([CH2:27][C:28]3[CH:33]=[CH:32][CH:31]=[CH:30][C:29]=3[F:34])[C:2]=4[NH2:1])[CH:12]=[C:13]([CH:21]3[CH2:26][CH2:25][N:24]([CH2:36][C:37]([N:39]([CH3:41])[CH3:40])=[O:38])[CH2:23][CH2:22]3)[N:14]2[N:15]=[CH:16][N:17]=1. The catalyst class is: 36.